Dataset: Full USPTO retrosynthesis dataset with 1.9M reactions from patents (1976-2016). Task: Predict the reactants needed to synthesize the given product. (1) Given the product [NH2:46][C:39]1[O:45][N:37]=[C:36]([C:27]2[C:28]([C:31]([NH:33][CH2:34][CH3:35])=[O:32])=[N:29][O:30][C:26]=2[C:10]2[CH:11]=[C:12]([CH:23]([CH3:25])[CH3:24])[C:13]([O:15][CH2:16][C:17]3[CH:22]=[CH:21][CH:20]=[CH:19][CH:18]=3)=[CH:14][C:9]=2[O:8][CH2:1][C:2]2[CH:7]=[CH:6][CH:5]=[CH:4][CH:3]=2)[N:40]=1, predict the reactants needed to synthesize it. The reactants are: [CH2:1]([O:8][C:9]1[CH:14]=[C:13]([O:15][CH2:16][C:17]2[CH:22]=[CH:21][CH:20]=[CH:19][CH:18]=2)[C:12]([CH:23]([CH3:25])[CH3:24])=[CH:11][C:10]=1[C:26]1[O:30][N:29]=[C:28]([C:31]([NH:33][CH2:34][CH3:35])=[O:32])[C:27]=1[C:36]1[N:40]=[C:39](C(Cl)(Cl)Cl)O[N:37]=1)[C:2]1[CH:7]=[CH:6][CH:5]=[CH:4][CH:3]=1.[OH2:45].[NH3:46]. (2) Given the product [CH2:1]([O:3][C:4](=[O:29])[CH2:5][C:6]1[CH:11]=[CH:10][C:9]([O:12][CH3:13])=[C:8]([O:14][C:15]2[CH:20]=[CH:19][C:18]([NH:21][C:38]([NH:37][CH2:30][C:31]3[CH:36]=[CH:35][CH:34]=[CH:33][CH:32]=3)=[O:39])=[CH:17][C:16]=2[CH2:22][N:23]2[CH2:27][CH2:26][O:25][C:24]2=[O:28])[CH:7]=1)[CH3:2], predict the reactants needed to synthesize it. The reactants are: [CH2:1]([O:3][C:4](=[O:29])[CH2:5][C:6]1[CH:11]=[CH:10][C:9]([O:12][CH3:13])=[C:8]([O:14][C:15]2[CH:20]=[CH:19][C:18]([NH2:21])=[CH:17][C:16]=2[CH2:22][N:23]2[CH2:27][CH2:26][O:25][C:24]2=[O:28])[CH:7]=1)[CH3:2].[CH2:30]([N:37]=[C:38]=[O:39])[C:31]1[CH:36]=[CH:35][CH:34]=[CH:33][CH:32]=1. (3) Given the product [F:10][CH:9]([F:11])[C:4]1[CH:3]=[C:2]([B:12]2[O:16][C:15]([CH3:18])([CH3:17])[C:14]([CH3:20])([CH3:19])[O:13]2)[CH:7]=[CH:6][C:5]=1[F:8], predict the reactants needed to synthesize it. The reactants are: Br[C:2]1[CH:7]=[CH:6][C:5]([F:8])=[C:4]([CH:9]([F:11])[F:10])[CH:3]=1.[B:12]1([B:12]2[O:16][C:15]([CH3:18])([CH3:17])[C:14]([CH3:20])([CH3:19])[O:13]2)[O:16][C:15]([CH3:18])([CH3:17])[C:14]([CH3:20])([CH3:19])[O:13]1.C([O-])(=O)C.[K+].